This data is from Catalyst prediction with 721,799 reactions and 888 catalyst types from USPTO. The task is: Predict which catalyst facilitates the given reaction. (1) The catalyst class is: 4. Reactant: [Cl:1][C:2]1[CH:3]=[N:4][C:5]2[C:10]([CH:11]=1)=[CH:9][CH:8]=[C:7]([C:12]1[CH:17]=[CH:16][C:15]([N:18]3[C:22](=[O:23])[NH:21][N:20]=[C:19]3[CH2:24][C@@H:25]3[CH2:29][CH2:28][N:27]([C:30](=[O:33])[CH2:31][CH3:32])[CH2:26]3)=[C:14]([F:34])[CH:13]=1)[CH:6]=2.[C:35](=O)([O-])[O-].[K+].[K+].CN(C)C=O.IC. Product: [Cl:1][C:2]1[CH:3]=[N:4][C:5]2[C:10]([CH:11]=1)=[CH:9][CH:8]=[C:7]([C:12]1[CH:17]=[CH:16][C:15]([N:18]3[C:22](=[O:23])[N:21]([CH3:35])[N:20]=[C:19]3[CH2:24][C@@H:25]3[CH2:29][CH2:28][N:27]([C:30](=[O:33])[CH2:31][CH3:32])[CH2:26]3)=[C:14]([F:34])[CH:13]=1)[CH:6]=2. (2) Reactant: C1(P(C2C=CC=CC=2)C2C=CC3C(=CC=CC=3)C=2C2C3C(=CC=CC=3)C=CC=2P(C2C=CC=CC=2)C2C=CC=CC=2)C=CC=CC=1.Br[C:48]1[CH:64]=[C:63]([O:65][CH3:66])[C:51]([C:52]([NH:54][CH2:55][C:56]2[CH:61]=[CH:60][C:59]([Cl:62])=[CH:58][CH:57]=2)=[O:53])=[C:50]([F:67])[CH:49]=1.[NH:68]1[CH2:73][CH2:72][O:71][CH2:70][CH2:69]1.CC(C)([O-])C.[Na+]. Product: [Cl:62][C:59]1[CH:60]=[CH:61][C:56]([CH2:55][NH:54][C:52](=[O:53])[C:51]2[C:63]([O:65][CH3:66])=[CH:64][C:48]([N:68]3[CH2:73][CH2:72][O:71][CH2:70][CH2:69]3)=[CH:49][C:50]=2[F:67])=[CH:57][CH:58]=1. The catalyst class is: 882.